This data is from TCR-epitope binding with 47,182 pairs between 192 epitopes and 23,139 TCRs. The task is: Binary Classification. Given a T-cell receptor sequence (or CDR3 region) and an epitope sequence, predict whether binding occurs between them. (1) The epitope is KLPDDFTGCV. The TCR CDR3 sequence is CASSQDFRYTDTQYF. Result: 0 (the TCR does not bind to the epitope). (2) The epitope is DPFRLLQNSQVFS. The TCR CDR3 sequence is CSVVQGASSYEQYF. Result: 0 (the TCR does not bind to the epitope).